Dataset: Catalyst prediction with 721,799 reactions and 888 catalyst types from USPTO. Task: Predict which catalyst facilitates the given reaction. (1) Reactant: [F:1][C:2]1[CH:7]=[CH:6][C:5]([C@H:8]([NH:10][C@H:11]2[CH2:15][CH2:14][C@@H:13]([C:16]3[CH:17]=[N:18][C:19](I)=[CH:20][CH:21]=3)[CH2:12]2)[CH3:9])=[CH:4][C:3]=1[O:23][CH3:24].[NH:25]1[CH2:30][CH2:29][CH:28]([C:31]([NH2:33])=[O:32])[CH2:27][CH2:26]1.[O-]P([O-])([O-])=O.[K+].[K+].[K+].CN[C@@H]1CCCC[C@H]1NC. Product: [F:1][C:2]1[CH:7]=[CH:6][C:5]([C@H:8]([NH:10][C@H:11]2[CH2:15][CH2:14][C@@H:13]([C:16]3[CH:21]=[CH:20][C:19]([NH:33][C:31]([CH:28]4[CH2:29][CH2:30][NH:25][CH2:26][CH2:27]4)=[O:32])=[N:18][CH:17]=3)[CH2:12]2)[CH3:9])=[CH:4][C:3]=1[O:23][CH3:24]. The catalyst class is: 870. (2) Reactant: C([O:3][C:4]([C:6]1[CH2:13][CH2:12][CH2:11][CH2:10][CH2:9][CH2:8][C:7]=1[C:14]1[CH:19]=[CH:18][CH:17]=[CH:16][CH:15]=1)=[O:5])C.[Li+].[OH-]. Product: [C:14]1([C:7]2[CH2:8][CH2:9][CH2:10][CH2:11][CH2:12][CH2:13][C:6]=2[C:4]([OH:5])=[O:3])[CH:19]=[CH:18][CH:17]=[CH:16][CH:15]=1. The catalyst class is: 12. (3) Reactant: [CH3:1][C:2]1[O:3][C:4]2[CH:10]=[C:9]([OH:11])[CH:8]=[CH:7][C:5]=2[N:6]=1.C(N(CC)CC)C.[C:19](Cl)(=[O:21])[CH3:20]. Product: [C:19]([O:11][C:9]1[CH:8]=[CH:7][C:5]2[N:6]=[C:2]([CH3:1])[O:3][C:4]=2[CH:10]=1)(=[O:21])[CH3:20]. The catalyst class is: 1. (4) Product: [Cl:1][C:2]1[C:11]([CH2:12][N:13]2[C:21]3[C:16](=[CH:17][CH:18]=[CH:19][CH:20]=3)[C:15]([C:22]3[N:27]=[C:26]([NH:28][C:29]4[CH:30]=[CH:31][N:32]=[CH:33][CH:34]=4)[C:25]([O:35][CH3:36])=[CH:24][N:23]=3)=[N:14]2)=[C:10]([Cl:37])[CH:9]=[CH:8][C:3]=1[C:4]([OH:6])=[O:5]. Reactant: [Cl:1][C:2]1[C:11]([CH2:12][N:13]2[C:21]3[C:16](=[CH:17][CH:18]=[CH:19][CH:20]=3)[C:15]([C:22]3[N:27]=[C:26]([NH:28][C:29]4[CH:34]=[CH:33][N:32]=[CH:31][CH:30]=4)[C:25]([O:35][CH3:36])=[CH:24][N:23]=3)=[N:14]2)=[C:10]([Cl:37])[CH:9]=[CH:8][C:3]=1[C:4]([O:6]C)=[O:5].[OH-].[Na+]. The catalyst class is: 36. (5) Reactant: C([O:3][C:4]([CH:6]1[C:18]2[C:17]3[C:12](=[CH:13][CH:14]=[CH:15][CH:16]=3)[N:11]([CH2:19][CH2:20][F:21])[C:10]=2[CH2:9][CH2:8][CH2:7]1)=[O:5])C.[OH-].[Na+]. Product: [F:21][CH2:20][CH2:19][N:11]1[C:10]2[CH2:9][CH2:8][CH2:7][CH:6]([C:4]([OH:5])=[O:3])[C:18]=2[C:17]2[C:12]1=[CH:13][CH:14]=[CH:15][CH:16]=2. The catalyst class is: 40. (6) Reactant: [CH2:1]([O:8][C:9]1[CH:14]=[C:13]([O:15][CH2:16][C:17]2[CH:22]=[CH:21][CH:20]=[CH:19][CH:18]=2)[C:12]([CH:23]([CH3:25])[CH3:24])=[CH:11][C:10]=1[C:26]1[O:30][N:29]=[C:28]([C:31]([NH:33][CH2:34][CH3:35])=[O:32])[C:27]=1I)[C:2]1[CH:7]=[CH:6][CH:5]=[CH:4][CH:3]=1.[CH2:37]([Sn](CCCC)(CCCC)C#C)[CH2:38]CC. Product: [CH2:1]([O:8][C:9]1[CH:14]=[C:13]([O:15][CH2:16][C:17]2[CH:22]=[CH:21][CH:20]=[CH:19][CH:18]=2)[C:12]([CH:23]([CH3:25])[CH3:24])=[CH:11][C:10]=1[C:26]1[O:30][N:29]=[C:28]([C:31]([NH:33][CH2:34][CH3:35])=[O:32])[C:27]=1[C:37]#[CH:38])[C:2]1[CH:7]=[CH:6][CH:5]=[CH:4][CH:3]=1. The catalyst class is: 109. (7) Reactant: [F:1][C:2]1[CH:3]=[C:4]([CH:10]=[CH:11][C:12]=1[CH3:13])[CH:5]=[CH:6]C(O)=O.C([N:16]([CH2:19]C)CC)C.ClC(OCC)=[O:23].[N-]=[N+]=[N-].[Na+]. Product: [F:1][C:2]1[CH:3]=[C:4]2[C:10](=[CH:11][C:12]=1[CH3:13])[C:19](=[O:23])[NH:16][CH:6]=[CH:5]2. The catalyst class is: 95.